From a dataset of Reaction yield outcomes from USPTO patents with 853,638 reactions. Predict the reaction yield, written as a fraction of the theoretical maximum amount of product (1.0 means a 100% yield; for example, 0.34 means a 34% yield). (1) The reactants are [F:1][C:2]1[CH:12]=[C:11]([F:13])[CH:10]=[CH:9][C:3]=1[CH:4]=[CH:5][C:6]([OH:8])=[O:7].[OH-].[Na+].[H][H]. The catalyst is [Pd]. The product is [F:1][C:2]1[CH:12]=[C:11]([F:13])[CH:10]=[CH:9][C:3]=1[CH2:4][CH2:5][C:6]([OH:8])=[O:7]. The yield is 0.850. (2) The reactants are [BH4-].[Na+].[N:3]1[C:12]2[C:7](=[CH:8][CH:9]=[CH:10][CH:11]=2)[CH:6]=[C:5](C=O)[CH:4]=1.[CH3:15][OH:16]. No catalyst specified. The product is [N:3]1[C:12]2[C:7](=[CH:8][CH:9]=[CH:10][C:11]=2[CH2:15][OH:16])[CH:6]=[CH:5][CH:4]=1. The yield is 0.750. (3) The reactants are S.[Cl:2][C:3]1[CH:4]=[C:5]([CH2:10][C:11]#[N:12])[CH:6]=[CH:7][C:8]=1[Cl:9].C(N(CC)CC)C.C(N)(=[S:22])C. The catalyst is C(O)C. The product is [Cl:2][C:3]1[CH:4]=[C:5]([CH2:10][C:11]([NH2:12])=[S:22])[CH:6]=[CH:7][C:8]=1[Cl:9]. The yield is 0.550. (4) The reactants are [N:1]1[N:5]2[CH:6]=[CH:7][CH:8]=[C:9]([C:10]([OH:12])=[O:11])[C:4]2=[CH:3][CH:2]=1.C[Si](C)(C)[N-][Si](C)(C)C.[Li+].[I:23]I.Cl. The catalyst is C1COCC1. The product is [I:23][C:6]1[N:5]2[N:1]=[CH:2][CH:3]=[C:4]2[C:9]([C:10]([OH:12])=[O:11])=[CH:8][CH:7]=1. The yield is 0.970. (5) The reactants are CC1(C)[O:6][C@H:5]([CH2:7][CH2:8][NH:9][C:10]2[CH:15]=[CH:14][C:13]([S:16]([NH:19][C:20]3[S:21][CH:22]=[CH:23][N:24]=3)(=[O:18])=[O:17])=[CH:12][CH:11]=2)[C:4](=O)[O:3]1.O.C1(C)C=CC(S(O)(=O)=O)=CC=1. The catalyst is C1COCC1. The product is [OH:6][C@@H:5]1[CH2:7][CH2:8][N:9]([C:10]2[CH:15]=[CH:14][C:13]([S:16]([NH:19][C:20]3[S:21][CH:22]=[CH:23][N:24]=3)(=[O:18])=[O:17])=[CH:12][CH:11]=2)[C:4]1=[O:3]. The yield is 0.650. (6) The reactants are C(OC([N:8]1[CH2:13][CH2:12][N:11]([C:14]2[CH:19]=[N:18][C:17]([NH:20]C(OC(C)(C)C)=O)=[C:16]([O:28][CH2:29][C:30]3[CH:35]=[CH:34][CH:33]=[C:32]([Cl:36])[CH:31]=3)[N:15]=2)[CH2:10][CH2:9]1)=O)(C)(C)C.FC(F)(F)C(O)=O. The catalyst is C(Cl)Cl. The product is [Cl:36][C:32]1[CH:31]=[C:30]([CH:35]=[CH:34][CH:33]=1)[CH2:29][O:28][C:16]1[N:15]=[C:14]([N:11]2[CH2:10][CH2:9][NH:8][CH2:13][CH2:12]2)[CH:19]=[N:18][C:17]=1[NH2:20]. The yield is 0.950. (7) The reactants are C(#N)C.[Cl:4][C:5]1[C:6]([N:11]2[CH:15]([C:16]([O:18][CH2:19][CH3:20])=[O:17])[CH2:14][C:13](=O)[NH:12]2)=[N:7][CH:8]=[CH:9][CH:10]=1.P(Br)(Br)([Br:24])=O.C(=O)(O)[O-].[Na+]. The catalyst is ClCCl.O. The product is [Br:24][C:13]1[CH2:14][CH:15]([C:16]([O:18][CH2:19][CH3:20])=[O:17])[N:11]([C:6]2[C:5]([Cl:4])=[CH:10][CH:9]=[CH:8][N:7]=2)[N:12]=1. The yield is 0.950. (8) The product is [CH2:1]([O:8][C:9]1[CH:18]=[C:17]2[C:12]([C:13]([O:29][C:28]3[CH:27]=[CH:26][C:25]([NH:30][C:31](=[O:43])[C:32]([NH:34][CH2:35][CH2:36][C:37]4[CH:38]=[CH:39][CH:40]=[CH:41][CH:42]=4)=[O:33])=[CH:24][C:23]=3[F:22])=[CH:14][CH:15]=[N:16]2)=[CH:11][C:10]=1[O:20][CH3:21])[C:2]1[CH:7]=[CH:6][CH:5]=[CH:4][CH:3]=1. The yield is 0.610. The catalyst is CN(C1C=CN=CC=1)C.BrC1C=CC=CC=1. The reactants are [CH2:1]([O:8][C:9]1[CH:18]=[C:17]2[C:12]([C:13](Cl)=[CH:14][CH:15]=[N:16]2)=[CH:11][C:10]=1[O:20][CH3:21])[C:2]1[CH:7]=[CH:6][CH:5]=[CH:4][CH:3]=1.[F:22][C:23]1[CH:24]=[C:25]([NH:30][C:31](=[O:43])[C:32]([NH:34][CH2:35][CH2:36][C:37]2[CH:42]=[CH:41][CH:40]=[CH:39][CH:38]=2)=[O:33])[CH:26]=[CH:27][C:28]=1[OH:29]. (9) The reactants are [C:1]([O:9]CC)(=[O:8])[CH2:2][C:3]([O:5]CC)=[O:4].C[O-].[Na+].Br[CH2:16][CH:17]1[CH2:21][CH2:20][CH2:19][CH2:18]1.[OH-].[Na+]. The catalyst is O.CO. The product is [CH:17]1([CH2:16][CH:2]([C:3]([OH:5])=[O:4])[C:1]([OH:9])=[O:8])[CH2:21][CH2:20][CH2:19][CH2:18]1. The yield is 0.590. (10) The reactants are [N+:1]([C:4]1[CH:5]=[CH:6][C:7]([N:10]2[CH2:15][CH2:14][O:13][CH2:12][CH2:11]2)=[N:8][CH:9]=1)([O-])=O.[Cl-].[NH4+]. The catalyst is CO.O1CCCC1.[Zn]. The product is [O:13]1[CH2:14][CH2:15][N:10]([C:7]2[N:8]=[CH:9][C:4]([NH2:1])=[CH:5][CH:6]=2)[CH2:11][CH2:12]1. The yield is 0.482.